Dataset: Catalyst prediction with 721,799 reactions and 888 catalyst types from USPTO. Task: Predict which catalyst facilitates the given reaction. (1) Reactant: BrC1C=CC=CC=1C(Cl)=O.[CH3:11][O:12][C:13]1[CH:14]=[C:15]2[C:20](=[CH:21][C:22]=1[O:23][CH3:24])[N:19]=[CH:18][CH:17]=[C:16]2[O:25][C:26]1[CH:32]=[CH:31][C:29]([NH2:30])=[CH:28][C:27]=1[F:33].[Br:34][C:35]1[CH:40]=[CH:39][CH:38]=[CH:37][C:36]=1[C:41]([N:43]=[C:44]=[S:45])=[O:42]. Product: [Br:34][C:35]1[CH:40]=[CH:39][CH:38]=[CH:37][C:36]=1[C:41]([N:43]=[C:44]=[S:45])=[O:42].[Br:34][C:35]1[CH:40]=[CH:39][CH:38]=[CH:37][C:36]=1[C:41]([NH:43][C:44]([NH:30][C:29]1[CH:31]=[CH:32][C:26]([O:25][C:16]2[C:15]3[C:20](=[CH:21][C:22]([O:23][CH3:24])=[C:13]([O:12][CH3:11])[CH:14]=3)[N:19]=[CH:18][CH:17]=2)=[C:27]([F:33])[CH:28]=1)=[S:45])=[O:42]. The catalyst class is: 234. (2) Reactant: [NH:1]([C:30]([O:32][CH2:33][CH:34]1[C:46]2[C:41](=[CH:42][CH:43]=[CH:44][CH:45]=2)[C:40]2[C:35]1=[CH:36][CH:37]=[CH:38][CH:39]=2)=[O:31])[C@H:2]([C:27]([OH:29])=[O:28])[CH2:3][CH2:4][C:5](=[O:26])[NH:6][C:7]([C:20]1[CH:25]=[CH:24][CH:23]=[CH:22][CH:21]=1)([C:14]1[CH:19]=[CH:18][CH:17]=[CH:16][CH:15]=1)[C:8]1[CH:13]=[CH:12][CH:11]=[CH:10][CH:9]=1.C([O:54][C:55](=[O:58])[CH2:56]I)C1C=CC=CC=1.CCN(C(C)C)C(C)C. Product: [NH:1]([C:30]([O:32][CH2:33][CH:34]1[C:46]2[C:41](=[CH:42][CH:43]=[CH:44][CH:45]=2)[C:40]2[C:35]1=[CH:36][CH:37]=[CH:38][CH:39]=2)=[O:31])[C@H:2]([C:27]([O:29][CH2:56][C:55]([OH:58])=[O:54])=[O:28])[CH2:3][CH2:4][C:5](=[O:26])[NH:6][C:7]([C:14]1[CH:19]=[CH:18][CH:17]=[CH:16][CH:15]=1)([C:8]1[CH:9]=[CH:10][CH:11]=[CH:12][CH:13]=1)[C:20]1[CH:25]=[CH:24][CH:23]=[CH:22][CH:21]=1. The catalyst class is: 118. (3) Reactant: [CH3:1][N:2]=[C:3]=[S:4].[C:5]([O:9][C:10]([N:12]1[CH2:17][CH2:16][NH:15][CH:14]([C:18]2[O:22][N:21]=[C:20]([C:23]3[CH:28]=[CH:27][CH:26]=[C:25]([Cl:29])[CH:24]=3)[N:19]=2)[CH2:13]1)=[O:11])([CH3:8])([CH3:7])[CH3:6]. Product: [C:5]([O:9][C:10]([N:12]1[CH2:17][CH2:16][N:15]([C:3](=[S:4])[NH:2][CH3:1])[CH:14]([C:18]2[O:22][N:21]=[C:20]([C:23]3[CH:28]=[CH:27][CH:26]=[C:25]([Cl:29])[CH:24]=3)[N:19]=2)[CH2:13]1)=[O:11])([CH3:8])([CH3:6])[CH3:7]. The catalyst class is: 22. (4) Reactant: ClC(Cl)(O[C:5](=[O:11])OC(Cl)(Cl)Cl)Cl.[CH3:13][C:14]1[CH:19]=[C:18]([C:20]2[CH:21]=[CH:22][C:23]3[N:29]4[CH2:30][C@H:26]([CH2:27][CH2:28]4)[NH:25][C:24]=3[N:31]=2)[CH:17]=[CH:16][N:15]=1.[N:32]1[CH:37]=[CH:36][CH:35]=[CH:34][C:33]=1[CH2:38][NH2:39]. Product: [CH3:13][C:14]1[CH:19]=[C:18]([C:20]2[CH:21]=[CH:22][C:23]3[N:29]4[CH2:30][C@H:26]([CH2:27][CH2:28]4)[N:25]([C:5]([NH:39][CH2:38][C:33]4[CH:34]=[CH:35][CH:36]=[CH:37][N:32]=4)=[O:11])[C:24]=3[N:31]=2)[CH:17]=[CH:16][N:15]=1. The catalyst class is: 7. (5) Reactant: [C:1]([O:5][C:6](=[O:41])[C@@H:7]([N:14]1[C:18](=[O:19])[C:17]2([CH2:24][CH2:23][N:22](C(OCC3C=CC=CC=3)=O)[CH2:21][CH2:20]2)[N:16]([C:35]2[CH:40]=[CH:39][CH:38]=[CH:37][CH:36]=2)[CH2:15]1)[C:8]1[CH:13]=[CH:12][CH:11]=[CH:10][CH:9]=1)([CH3:4])([CH3:3])[CH3:2]. Product: [O:19]=[C:18]1[C:17]2([CH2:20][CH2:21][NH:22][CH2:23][CH2:24]2)[N:16]([C:35]2[CH:40]=[CH:39][CH:38]=[CH:37][CH:36]=2)[CH2:15][N:14]1[C@@H:7]([C:8]1[CH:9]=[CH:10][CH:11]=[CH:12][CH:13]=1)[C:6]([O:5][C:1]([CH3:3])([CH3:4])[CH3:2])=[O:41]. The catalyst class is: 604. (6) Reactant: Cl[C:2]1[N:10]=[C:9]2[C:5]([N:6]=[CH:7][NH:8]2)=[C:4]([NH:11][CH:12]2[CH2:17][CH2:16][CH2:15][CH2:14][CH2:13]2)[N:3]=1.[CH3:18][N:19]1[CH:23]=[C:22]([NH2:24])[CH:21]=[N:20]1.[Si](Cl)(C)(C)C. Product: [CH:12]1([NH:11][C:4]2[N:3]=[C:2]([NH:24][C:22]3[CH:21]=[N:20][N:19]([CH3:18])[CH:23]=3)[N:10]=[C:9]3[C:5]=2[N:6]=[CH:7][NH:8]3)[CH2:17][CH2:16][CH2:15][CH2:14][CH2:13]1. The catalyst class is: 114. (7) Reactant: C(OC(=O)[NH:7][N:8]1[CH2:13][CH2:12][CH:11]([CH2:14][CH2:15][O:16][Si:17]([C:20]([CH3:23])([CH3:22])[CH3:21])([CH3:19])[CH3:18])[CH2:10][CH2:9]1)(C)(C)C.[F:25][C:26]([F:31])([F:30])[C:27]([OH:29])=[O:28]. Product: [F:25][C:26]([F:31])([F:30])[C:27]([OH:29])=[O:28].[C:20]([Si:17]([CH3:19])([CH3:18])[O:16][CH2:15][CH2:14][CH:11]1[CH2:12][CH2:13][N:8]([NH2:7])[CH2:9][CH2:10]1)([CH3:22])([CH3:21])[CH3:23]. The catalyst class is: 4. (8) Reactant: [F:1][C:2]1[CH:3]=[C:4]([C:8]2[N:13]=[C:12]([NH2:14])[CH:11]=[N:10][CH:9]=2)[CH:5]=[CH:6][CH:7]=1.[Br:15]N1C(=O)CCC1=O. Product: [Br:15][C:9]1[N:10]=[CH:11][C:12]([NH2:14])=[N:13][C:8]=1[C:4]1[CH:5]=[CH:6][CH:7]=[C:2]([F:1])[CH:3]=1. The catalyst class is: 58. (9) Reactant: [CH2:1]([N:5]1[CH2:9][CH2:8][N:7]([CH3:10])[C:6]1=[CH2:11])[CH2:2][CH2:3][CH3:4].[F:12][C:13]([F:18])([F:17])[C:14]([OH:16])=[O:15]. Product: [CH2:1]([N+:5]1[CH:9]=[CH:8][N:7]([CH3:10])[C:6]=1[CH3:11])[CH2:2][CH2:3][CH3:4].[F:12][C:13]([F:18])([F:17])[C:14]([O-:16])=[O:15]. The catalyst class is: 27.